This data is from Full USPTO retrosynthesis dataset with 1.9M reactions from patents (1976-2016). The task is: Predict the reactants needed to synthesize the given product. (1) The reactants are: C(C1C(=O)C(Cl)=C(Cl)C(=O)C=1C#N)#N.[CH2:15]([CH:17]([N:20]1[C:28]2[N:27]3[N:29]=[C:30]([CH3:34])[C:31]([CH:32]=O)=[C:26]3[N:25]=[C:24]([CH3:35])[C:23]=2[CH2:22][CH2:21]1)[CH2:18][CH3:19])[CH3:16].[C:36]1([NH2:43])[CH:41]=[CH:40][CH:39]=[CH:38][C:37]=1[NH2:42].[OH-].[Na+]. Given the product [NH:42]1[C:37]2[CH:38]=[CH:39][CH:40]=[CH:41][C:36]=2[N:43]=[C:32]1[C:31]1[C:30]([CH3:34])=[N:29][N:27]2[C:28]3[N:20]([CH:17]([CH2:18][CH3:19])[CH2:15][CH3:16])[CH2:21][CH2:22][C:23]=3[C:24]([CH3:35])=[N:25][C:26]=12, predict the reactants needed to synthesize it. (2) Given the product [F:24][C:2]([F:1])([F:23])[C:3]1[CH:4]=[CH:5][C:6]([CH2:9][CH:10]2[CH2:14][CH2:13][CH2:12][CH:11]2[NH:15][C:16](=[O:22])[O:17][C:18]([CH3:20])([CH3:21])[CH3:19])=[N:7][CH:8]=1, predict the reactants needed to synthesize it. The reactants are: [F:1][C:2]([F:24])([F:23])[C:3]1[CH:4]=[CH:5][C:6](/[CH:9]=[C:10]2/[CH:11]([NH:15][C:16](=[O:22])[O:17][C:18]([CH3:21])([CH3:20])[CH3:19])[CH2:12][CH2:13][CH2:14]/2)=[N:7][CH:8]=1.[OH-].[Na+].[H][H]. (3) Given the product [CH:9]1([S:8][C:5]2[CH:6]=[CH:7][C:2]([Br:1])=[CH:3][CH:4]=2)[CH2:13][CH2:12][CH2:11][CH2:10]1, predict the reactants needed to synthesize it. The reactants are: [Br:1][C:2]1[CH:7]=[CH:6][C:5]([SH:8])=[CH:4][CH:3]=1.[CH:9]1(Br)[CH2:13][CH2:12][CH2:11][CH2:10]1.C(=O)([O-])[O-].[K+].[K+].